Dataset: Forward reaction prediction with 1.9M reactions from USPTO patents (1976-2016). Task: Predict the product of the given reaction. (1) Given the reactants [Cl:1][C:2]1[C:6]([C:7]([OH:9])=O)=[CH:5][N:4]([C:10]2[N:15]=[CH:14][CH:13]=[CH:12][N:11]=2)[N:3]=1.CCN(C(C)C)C(C)C.[N:25]1[CH:30]=[CH:29][CH:28]=[C:27]([C:31]2([CH2:37][NH2:38])[CH2:36][CH2:35][CH2:34][CH2:33][CH2:32]2)[CH:26]=1.F[P-](F)(F)(F)(F)F.N1(O[P+](N(C)C)(N(C)C)N(C)C)C2C=CC=CC=2N=N1, predict the reaction product. The product is: [Cl:1][C:2]1[C:6]([C:7]([NH:38][CH2:37][C:31]2([C:27]3[CH:26]=[N:25][CH:30]=[CH:29][CH:28]=3)[CH2:32][CH2:33][CH2:34][CH2:35][CH2:36]2)=[O:9])=[CH:5][N:4]([C:10]2[N:15]=[CH:14][CH:13]=[CH:12][N:11]=2)[N:3]=1. (2) Given the reactants [Cl:1][C:2]1[CH:7]=[CH:6][CH:5]=[CH:4][C:3]=1[CH2:8]/[CH:9]=[CH:10]/[CH2:11][C:12](O)=[O:13].C1(C/C=C/CC(O)=O)C=CC=CC=1, predict the reaction product. The product is: [Cl:1][C:2]1[CH:7]=[CH:6][CH:5]=[CH:4][C:3]=1[CH2:8]/[CH:9]=[CH:10]/[CH2:11][CH2:12][OH:13]. (3) Given the reactants [Cl:1][C:2]1[CH:3]=[C:4]([C:8]([C:15](=[CH:21]O)[C:16]([O:18][CH2:19][CH3:20])=[O:17])=[CH:9][C:10](OCC)=[O:11])[CH:5]=[CH:6][CH:7]=1.[CH3:23][NH2:24].C1COCC1.C([O-])([O-])=O.[K+].[K+], predict the reaction product. The product is: [Cl:1][C:2]1[CH:3]=[C:4]([C:8]2[C:15]([C:16]([O:18][CH2:19][CH3:20])=[O:17])=[CH:21][N:24]([CH3:23])[C:10](=[O:11])[CH:9]=2)[CH:5]=[CH:6][CH:7]=1. (4) Given the reactants [Br:1][C:2]1[CH:3]=[C:4]([F:16])[CH:5]=[C:6]2[C:11]=1[N:10]=[C:9]([CH:12]=[CH:13]OC)[CH:8]=[CH:7]2.BrN1C(=O)CCC1=O.[CH3:25][O:26][CH2:27][CH2:28][O:29][C:30]1[CH:35]=[CH:34][N:33]=[C:32]([NH2:36])[CH:31]=1, predict the reaction product. The product is: [Br:1][C:2]1[CH:3]=[C:4]([F:16])[CH:5]=[C:6]2[C:11]=1[N:10]=[C:9]([C:12]1[N:33]3[CH:34]=[CH:35][C:30]([O:29][CH2:28][CH2:27][O:26][CH3:25])=[CH:31][C:32]3=[N:36][CH:13]=1)[CH:8]=[CH:7]2. (5) Given the reactants [OH:1][C:2]1[CH:3]=[C:4]([O:16][C:17]2[CH:22]=[CH:21][C:20]([S:23]([CH3:26])(=[O:25])=[O:24])=[CH:19][CH:18]=2)[CH:5]=[C:6]2[C:10]=1[NH:9][C:8]([C:11]([O:13][CH2:14][CH3:15])=[O:12])=[CH:7]2.[CH3:27][O:28][CH2:29][CH:30](O)[CH3:31].C(P(CCCC)CCCC)CCC.N(C(N1CCCCC1)=O)=NC(N1CCCCC1)=O, predict the reaction product. The product is: [CH3:27][O:28][CH2:29][CH:30]([CH3:31])[O:1][C:2]1[CH:3]=[C:4]([O:16][C:17]2[CH:22]=[CH:21][C:20]([S:23]([CH3:26])(=[O:25])=[O:24])=[CH:19][CH:18]=2)[CH:5]=[C:6]2[C:10]=1[NH:9][C:8]([C:11]([O:13][CH2:14][CH3:15])=[O:12])=[CH:7]2. (6) Given the reactants IC1[CH:7]=[CH:6][C:5]([O:8][CH3:9])=[CH:4]C=1.[C:10]([O:14][CH2:15][CH3:16])(=[O:13])C=C.CCN(CC)CC.CC[C@H]1[C@H]2C[C@H]([C@H](OC3C4C(=CC=CC=4)C(O[C@H](C4C=CN=C5C=4C=C(OC)C=C5)[C@@H]4N5C[C@H](CC)[C@@H](CC5)C4)=NN=3)C3C=CN=C4C=3C=C([O:45]C)C=C4)N(CC2)C1.CN1CCOCC1.OO.[CH2:91]([OH:95])[CH2:92][CH2:93][CH3:94].O, predict the reaction product. The product is: [OH:95][C@H:91]([C@@H:92]([OH:45])[C:93]1[CH:7]=[CH:6][C:5]([O:8][CH3:9])=[CH:4][CH:94]=1)[C:10]([O:14][CH2:15][CH3:16])=[O:13]. (7) The product is: [CH2:13]([C:15]1[C:16]([C:23]2[CH:31]=[C:30]3[C:26]([C:27]([C:32]4[NH:33][C:34]5[CH2:39][CH2:38][N:37]([CH2:5][C:4]6[CH:7]=[CH:8][CH:9]=[C:2]([OH:1])[CH:3]=6)[CH2:36][C:35]=5[N:40]=4)=[N:28][NH:29]3)=[CH:25][CH:24]=2)=[CH:17][C:18]([F:22])=[C:19]([OH:21])[CH:20]=1)[CH3:14]. Given the reactants [OH:1][C:2]1[CH:3]=[C:4]([CH:7]=[CH:8][CH:9]=1)[CH:5]=O.Br.Br.Br.[CH2:13]([C:15]1[C:16]([C:23]2[CH:31]=[C:30]3[C:26]([C:27]([C:32]4[NH:33][C:34]5[CH2:39][CH2:38][NH:37][CH2:36][C:35]=5[N:40]=4)=[N:28][NH:29]3)=[CH:25][CH:24]=2)=[CH:17][C:18]([F:22])=[C:19]([OH:21])[CH:20]=1)[CH3:14], predict the reaction product.